This data is from Catalyst prediction with 721,799 reactions and 888 catalyst types from USPTO. The task is: Predict which catalyst facilitates the given reaction. Reactant: [O-2].[Al+3:2].[O-2].[O-2].[Al+3].[S:6](=[O:10])(=[O:9])([OH:8])[OH:7]. Product: [S:6]([O-:10])([O-:9])(=[O:8])=[O:7].[Al+3:2].[S:6]([O-:10])([O-:9])(=[O:8])=[O:7].[S:6]([O-:10])([O-:9])(=[O:8])=[O:7].[Al+3:2]. The catalyst class is: 6.